From a dataset of Catalyst prediction with 721,799 reactions and 888 catalyst types from USPTO. Predict which catalyst facilitates the given reaction. Reactant: C(OC([N:8]1[CH2:13][CH2:12][C:11]2[N:14]([CH3:44])[C:15]([C:37]3[CH:42]=[CH:41][N:40]=[C:39]([NH2:43])[N:38]=3)=[C:16]([C:17]3[CH:22]=[CH:21][CH:20]=[C:19]([NH:23][C:24]([NH:26][C:27]4[CH:32]=[CH:31][C:30]([C:33]([F:36])([F:35])[F:34])=[CH:29][CH:28]=4)=[O:25])[CH:18]=3)[C:10]=2[C:9]1=[O:45])=O)(C)(C)C. Product: [NH2:43][C:39]1[N:38]=[C:37]([C:15]2[N:14]([CH3:44])[C:11]3[CH2:12][CH2:13][NH:8][C:9](=[O:45])[C:10]=3[C:16]=2[C:17]2[CH:18]=[C:19]([NH:23][C:24]([NH:26][C:27]3[CH:28]=[CH:29][C:30]([C:33]([F:34])([F:35])[F:36])=[CH:31][CH:32]=3)=[O:25])[CH:20]=[CH:21][CH:22]=2)[CH:42]=[CH:41][N:40]=1. The catalyst class is: 89.